Dataset: Reaction yield outcomes from USPTO patents with 853,638 reactions. Task: Predict the reaction yield, written as a fraction of the theoretical maximum amount of product (1.0 means a 100% yield; for example, 0.34 means a 34% yield). The reactants are [CH2:1]([C:8]1[NH:9][C:10]([C:13]([OH:15])=O)=[N:11][N:12]=1)[C:2]1[CH:7]=[CH:6][CH:5]=[CH:4][CH:3]=1.CN1CCOCC1.CN(C(ON1N=NC2C=CC=NC1=2)=[N+](C)C)C.F[P-](F)(F)(F)(F)F.[NH2:47][C@@H:48]1[C:54](=[O:55])[NH:53][C:52]2[CH:56]=[CH:57][C:58]([B:60]3[O:64][C:63]([CH3:66])([CH3:65])[C:62]([CH3:68])([CH3:67])[O:61]3)=[CH:59][C:51]=2[CH2:50][CH2:49]1. The catalyst is C(Cl)Cl. The product is [CH2:1]([C:8]1[NH:9][C:10]([C:13]([NH:47][C@@H:48]2[C:54](=[O:55])[NH:53][C:52]3[CH:56]=[CH:57][C:58]([B:60]4[O:64][C:63]([CH3:66])([CH3:65])[C:62]([CH3:68])([CH3:67])[O:61]4)=[CH:59][C:51]=3[CH2:50][CH2:49]2)=[O:15])=[N:11][N:12]=1)[C:2]1[CH:3]=[CH:4][CH:5]=[CH:6][CH:7]=1. The yield is 0.650.